From a dataset of Peptide-MHC class II binding affinity with 134,281 pairs from IEDB. Regression. Given a peptide amino acid sequence and an MHC pseudo amino acid sequence, predict their binding affinity value. This is MHC class II binding data. The peptide sequence is WKRMEVGQQAVEVWQ. The MHC is DRB1_0405 with pseudo-sequence DRB1_0405. The binding affinity (normalized) is 0.580.